From a dataset of Peptide-MHC class I binding affinity with 185,985 pairs from IEDB/IMGT. Regression. Given a peptide amino acid sequence and an MHC pseudo amino acid sequence, predict their binding affinity value. This is MHC class I binding data. (1) The peptide sequence is TKDTNDNNL. The MHC is HLA-A02:19 with pseudo-sequence HLA-A02:19. The binding affinity (normalized) is 0.0847. (2) The peptide sequence is TVLTSVDIET. The MHC is HLA-A02:01 with pseudo-sequence HLA-A02:01. The binding affinity (normalized) is 0.341. (3) The peptide sequence is YALINLVQY. The MHC is HLA-A11:01 with pseudo-sequence HLA-A11:01. The binding affinity (normalized) is 0. (4) The peptide sequence is MMGKREKKL. The MHC is HLA-B08:01 with pseudo-sequence HLA-B08:01. The binding affinity (normalized) is 0.687. (5) The MHC is Patr-A0901 with pseudo-sequence Patr-A0901. The peptide sequence is AFSYMDDVV. The binding affinity (normalized) is 0.298. (6) The peptide sequence is FINSTCYVF. The MHC is HLA-B15:01 with pseudo-sequence HLA-B15:01. The binding affinity (normalized) is 0.864.